Predict the reactants needed to synthesize the given product. From a dataset of Retrosynthesis with 50K atom-mapped reactions and 10 reaction types from USPTO. (1) Given the product Cc1c(-c2cnn(-c3ccc(C(=O)N4CCOCC4)cn3)c2O)ccc(C#N)c1F, predict the reactants needed to synthesize it. The reactants are: C1COCCN1.Cc1c(-c2cnn(-c3ccc(C(=O)O)cn3)c2O)ccc(C#N)c1F. (2) Given the product CC(C)C(C)(c1ccc(-c2cc(CBr)no2)cc1)c1ccc(OCc2ccccn2)cn1, predict the reactants needed to synthesize it. The reactants are: BrC(Br)(Br)Br.CC(C)C(C)(c1ccc(-c2cc(CO)no2)cc1)c1ccc(OCc2ccccn2)cn1. (3) Given the product Cn1nccc1CNC(=O)c1ccc(C(=O)NN)s1, predict the reactants needed to synthesize it. The reactants are: COC(=O)c1ccc(C(=O)NCc2ccnn2C)s1.NN. (4) Given the product COC(=O)Cc1ccc(-c2ccc(O)cc2)s1, predict the reactants needed to synthesize it. The reactants are: COC(=O)Cc1ccc(Br)s1.Cc1ccccc1CCO. (5) Given the product CCOC(=O)c1sc(-c2ccc(Cl)cc2)c(CN(C)C)c1-c1ccc(S(=O)(=O)N=CN(C)C)cc1, predict the reactants needed to synthesize it. The reactants are: CCOC(=O)c1sc(-c2ccc(Cl)cc2)c(CBr)c1-c1ccc(S(=O)(=O)N=CN(C)C)cc1.CNC. (6) The reactants are: CCOC(=S)c1cnc(C)nc1Cl.Nc1ccccc1. Given the product CCOC(=S)c1cnc(C)nc1Nc1ccccc1, predict the reactants needed to synthesize it. (7) Given the product O=S1CCN(c2nc(N3CCNCC3)nc3c(SCc4cccc(F)c4)ncnc23)CC1, predict the reactants needed to synthesize it. The reactants are: C1CNCCN1.O=S1CCN(c2nc(Cl)nc3c(SCc4cccc(F)c4)ncnc23)CC1. (8) The reactants are: BrCc1ccccc1Br.CC(C)(C)OC(=O)N1CCNCC1. Given the product CC(C)(C)OC(=O)N1CCN(Cc2ccccc2Br)CC1, predict the reactants needed to synthesize it. (9) Given the product Cc1c([C@H](OC(C)(C)C)C(=O)O)c2n3cc(nc3c1-c1ccc(F)cc1)-c1cccc(c1)-c1cc(F)ccc1O[C@@H](C)CCCCOC1(C)CCN2CC1, predict the reactants needed to synthesize it. The reactants are: COC(=O)[C@@H](OC(C)(C)C)c1c(C)c(-c2ccc(F)cc2)c2nc3cn2c1N1CCC(C)(CC1)OCCCC[C@H](C)Oc1ccc(F)cc1-c1cccc-3c1.